The task is: Predict which catalyst facilitates the given reaction.. This data is from Catalyst prediction with 721,799 reactions and 888 catalyst types from USPTO. (1) Reactant: [CH2:1]([O:3][C:4]([C:6]1[CH:7]=[N:8][N:9]([C:12]2[CH:17]=[CH:16][C:15]([Cl:18])=[CH:14][CH:13]=2)[C:10]=1I)=[O:5])[CH3:2].[CH2:19](C([Sn])=C(CCCC)CCCC)[CH2:20]CC. Product: [CH2:1]([O:3][C:4]([C:6]1[CH:7]=[N:8][N:9]([C:12]2[CH:17]=[CH:16][C:15]([Cl:18])=[CH:14][CH:13]=2)[C:10]=1[CH:19]=[CH2:20])=[O:5])[CH3:2]. The catalyst class is: 11. (2) Reactant: [NH2:1][CH2:2][C@H:3]1[CH2:7][CH2:6][CH2:5][N:4]1[C:8]([C:10]1[CH:30]=[CH:29][C:13]([C:14]([NH:16][C@H:17]([C:19]2[NH:23][C:22]3[CH:24]=[CH:25][C:26]([Cl:28])=[CH:27][C:21]=3[N:20]=2)[CH3:18])=[O:15])=[CH:12][C:11]=1[Cl:31])=[O:9].[CH2:32]([N:34]=[C:35]=[O:36])[CH3:33].C(N(CC)CC)C. Product: [Cl:31][C:11]1[CH:12]=[C:13]([CH:29]=[CH:30][C:10]=1[C:8]([N:4]1[CH2:5][CH2:6][CH2:7][C@@H:3]1[CH2:2][NH:1][C:35]([NH:34][CH2:32][CH3:33])=[O:36])=[O:9])[C:14]([NH:16][C@H:17]([C:19]1[NH:23][C:22]2[CH:24]=[CH:25][C:26]([Cl:28])=[CH:27][C:21]=2[N:20]=1)[CH3:18])=[O:15]. The catalyst class is: 7. (3) Reactant: Cl[CH2:2][C:3]1[CH:4]=[C:5]([C:9]([N:11]2[CH2:24][C:23]([CH3:26])([CH3:25])[C:22]3[C:21]4[CH:20]=[CH:19][CH:18]=[CH:17][C:16]=4[NH:15][C:14]=3[C:13]([C:27]([O:29][CH:30]([CH3:32])[CH3:31])=[O:28])=[CH:12]2)=[O:10])[CH:6]=[CH:7][CH:8]=1.CCN(C(C)C)C(C)C.C(OC([N:49]1[CH2:54][CH2:53][NH:52][CH2:51][CH2:50]1)=O)(C)(C)C. Product: [CH3:26][C:23]1([CH3:25])[C:22]2[C:21]3[CH:20]=[CH:19][CH:18]=[CH:17][C:16]=3[NH:15][C:14]=2[C:13]([C:27]([O:29][CH:30]([CH3:32])[CH3:31])=[O:28])=[CH:12][N:11]([C:9]([C:5]2[CH:6]=[CH:7][CH:8]=[C:3]([CH2:2][N:49]3[CH2:54][CH2:53][NH:52][CH2:51][CH2:50]3)[CH:4]=2)=[O:10])[CH2:24]1. The catalyst class is: 26.